Predict which catalyst facilitates the given reaction. From a dataset of Catalyst prediction with 721,799 reactions and 888 catalyst types from USPTO. (1) Reactant: [Cl:1][C:2]1[CH:3]=[C:4]([NH:9][C:10]([N:12]2[CH2:17][CH2:16][N:15]([CH2:18][C@@H:19]3[CH2:24][CH2:23][CH2:22][N:21](C(OC(C)(C)C)=O)[CH2:20]3)[CH2:14][CH2:13]2)=[O:11])[CH:5]=[CH:6][C:7]=1[Cl:8].FC(F)(F)C(O)=O.ClCCl.C([O-])(O)=O.[Na+]. Product: [Cl:1][C:2]1[CH:3]=[C:4]([NH:9][C:10]([N:12]2[CH2:17][CH2:16][N:15]([CH2:18][C@@H:19]3[CH2:24][CH2:23][CH2:22][NH:21][CH2:20]3)[CH2:14][CH2:13]2)=[O:11])[CH:5]=[CH:6][C:7]=1[Cl:8]. The catalyst class is: 6. (2) Reactant: [OH:1][CH2:2][CH2:3][C:4]1[C:5](=[O:20])[N:6]([C:10]2[CH:15]=[CH:14][C:13]([N+:16]([O-:18])=[O:17])=[CH:12][C:11]=2[CH3:19])[CH:7]=[CH:8][CH:9]=1.N1C=CN=C1.[C:26]([Si:30](Cl)([C:37]1[CH:42]=[CH:41][CH:40]=[CH:39][CH:38]=1)[C:31]1[CH:36]=[CH:35][CH:34]=[CH:33][CH:32]=1)([CH3:29])([CH3:28])[CH3:27]. Product: [Si:30]([O:1][CH2:2][CH2:3][C:4]1[C:5](=[O:20])[N:6]([C:10]2[CH:15]=[CH:14][C:13]([N+:16]([O-:18])=[O:17])=[CH:12][C:11]=2[CH3:19])[CH:7]=[CH:8][CH:9]=1)([C:26]([CH3:29])([CH3:28])[CH3:27])([C:37]1[CH:38]=[CH:39][CH:40]=[CH:41][CH:42]=1)[C:31]1[CH:36]=[CH:35][CH:34]=[CH:33][CH:32]=1. The catalyst class is: 35. (3) Reactant: C([N:8]1[CH2:16][CH:15]2[CH:10]([N:11]([C:17]([O:19][C:20]([CH3:23])([CH3:22])[CH3:21])=[O:18])[CH2:12][CH2:13][CH2:14]2)[CH2:9]1)C1C=CC=CC=1. Product: [N:11]1([C:17]([O:19][C:20]([CH3:23])([CH3:22])[CH3:21])=[O:18])[CH2:12][CH2:13][CH2:14][CH:15]2[CH2:16][NH:8][CH2:9][CH:10]12. The catalyst class is: 105. (4) Reactant: [F:1][C:2]([F:22])([F:21])[CH2:3][S:4][C:5]1[CH:10]=[C:9]([C:11]2[C:12]([C:16]([F:19])([F:18])[F:17])=[N:13][NH:14][CH:15]=2)[CH:8]=[CH:7][C:6]=1[CH3:20].S([O-])([O-])=[O:24].[Na+].[Na+]. Product: [F:22][C:2]([F:1])([F:21])[CH2:3][S:4]([C:5]1[CH:10]=[C:9]([C:11]2[C:12]([C:16]([F:17])([F:18])[F:19])=[N:13][NH:14][CH:15]=2)[CH:8]=[CH:7][C:6]=1[CH3:20])=[O:24]. The catalyst class is: 22. (5) Reactant: [F:1][C:2]([F:21])([F:20])[C:3]1[CH:4]=[C:5]([N+:17]([O-])=O)[CH:6]=[CH:7][C:8]=1[N:9]1[CH2:15][CH2:14][CH2:13][N:12]([CH3:16])[CH2:11][CH2:10]1.[H][H]. Product: [F:21][C:2]([F:1])([F:20])[C:3]1[CH:4]=[C:5]([CH:6]=[CH:7][C:8]=1[N:9]1[CH2:15][CH2:14][CH2:13][N:12]([CH3:16])[CH2:11][CH2:10]1)[NH2:17]. The catalyst class is: 19. (6) Reactant: [C:1](#[N:5])[CH2:2][C:3]#[N:4].C([O-])([O-])=O.[K+].[K+].Cl[C:13]1[N:18]=[C:17]([O:19][C@H:20]([CH3:24])[CH2:21][O:22][CH3:23])[N:16]=[C:15]([N:25]2[CH2:30][CH2:29][CH:28]([CH2:31][O:32][C:33]3[C:34]([NH2:45])=[N:35][CH:36]=[C:37]([C:39]4[N:40]=[CH:41][N:42]([CH3:44])[CH:43]=4)[CH:38]=3)[CH2:27][CH2:26]2)[N:14]=1.C(Cl)Cl. Product: [NH2:45][C:34]1[C:33]([O:32][CH2:31][CH:28]2[CH2:29][CH2:30][N:25]([C:15]3[N:16]=[C:17]([O:19][C@H:20]([CH3:24])[CH2:21][O:22][CH3:23])[N:18]=[C:13]([CH:2]([C:1]#[N:5])[C:3]#[N:4])[N:14]=3)[CH2:26][CH2:27]2)=[CH:38][C:37]([C:39]2[N:40]=[CH:41][N:42]([CH3:44])[CH:43]=2)=[CH:36][N:35]=1. The catalyst class is: 881. (7) Reactant: [CH2:1]1[C@@H:6]([NH:7][C:8]([C@@H:10]([OH:14])[CH2:11][CH2:12][NH2:13])=[O:9])[C@H:5]([O:15][C@H:16]2[O:21][C@H:20]([CH2:22][OH:23])[C@@H:19]([OH:24])[C@H:18]([NH2:25])[C@H:17]2[OH:26])[C@@H:4]([OH:27])[C@H:3]([O:28][C@H:29]2[O:34][C@H:33]([CH2:35][NH2:36])[C@@H:32]([OH:37])[C@H:31]([OH:38])[C@H:30]2[OH:39])[C@H:2]1[NH2:40].OS(O)(=O)=O.[OH-].[Na+].CCCCCCCCCCCCCCCC(OC[C@@H](OC(CCCCCCCCCCCCCCC)=O)COP(OCC[N+](C)(C)C)([O-])=O)=O.CC(CCC[C@H]([C@@H]1[C@]2(C)[C@H]([C@H]3[C@H](CC2)[C@]2(C)C(C[C@H](CC2)O)=CC3)CC1)C)C. Product: [CH2:1]1[C@@H:6]([NH:7][C:8]([C@@H:10]([OH:14])[CH2:11][CH2:12][NH2:13])=[O:9])[C@H:5]([O:15][C@H:16]2[O:21][C@H:20]([CH2:22][OH:23])[C@@H:19]([OH:24])[C@H:18]([NH2:25])[C@H:17]2[OH:26])[C@@H:4]([OH:27])[C@H:3]([O:28][C@H:29]2[O:34][C@H:33]([CH2:35][NH2:36])[C@@H:32]([OH:37])[C@H:31]([OH:38])[C@H:30]2[OH:39])[C@H:2]1[NH2:40]. The catalyst class is: 97. (8) Reactant: [Si:1]([O:8][CH2:9][C@H:10]1[O:18][C@H:17]2[C@H:13]([N:14]=[C:15]([N:19]([CH3:21])[CH3:20])[S:16]2)[C@@H:12]([OH:22])[C@@H:11]1[OH:23])([C:4]([CH3:7])([CH3:6])[CH3:5])([CH3:3])[CH3:2].[H-].[Na+].Br[CH2:27][C:28]1[CH:33]=[CH:32][C:31]([O:34][CH3:35])=[CH:30][CH:29]=1. Product: [Si:1]([O:8][CH2:9][C@H:10]1[O:18][C@H:17]2[C@H:13]([N:14]=[C:15]([N:19]([CH3:20])[CH3:21])[S:16]2)[C@@H:12]([O:22][CH2:27][C:28]2[CH:33]=[CH:32][C:31]([O:34][CH3:35])=[CH:30][CH:29]=2)[C@@H:11]1[O:23][CH2:27][C:28]1[CH:33]=[CH:32][C:31]([O:34][CH3:35])=[CH:30][CH:29]=1)([C:4]([CH3:7])([CH3:5])[CH3:6])([CH3:3])[CH3:2]. The catalyst class is: 3.